Dataset: Reaction yield outcomes from USPTO patents with 853,638 reactions. Task: Predict the reaction yield, written as a fraction of the theoretical maximum amount of product (1.0 means a 100% yield; for example, 0.34 means a 34% yield). (1) The reactants are [CH3:1][C:2]1([CH3:19])[C:6]([CH3:8])([CH3:7])[O:5][B:4]([C:9]2[CH:10]=[C:11]([CH2:15][C:16]([OH:18])=[O:17])[CH:12]=[CH:13][CH:14]=2)[O:3]1.C(=O)([O-])[O-].[Cs+].[Cs+].I[CH2:27][CH3:28]. The catalyst is CN(C=O)C.[Cl-].[Na+].O. The product is [CH3:8][C:6]1([CH3:7])[C:2]([CH3:19])([CH3:1])[O:3][B:4]([C:9]2[CH:10]=[C:11]([CH2:15][C:16]([O:18][CH2:27][CH3:28])=[O:17])[CH:12]=[CH:13][CH:14]=2)[O:5]1. The yield is 0.650. (2) The reactants are C[O:2][C:3](=[O:17])[CH2:4][C:5]1[C:14]2[C:9](=[CH:10][CH:11]=[CH:12][CH:13]=2)[C:8]([C:15]#[N:16])=[CH:7][CH:6]=1.[Li+].[OH-]. The catalyst is CO. The product is [C:15]([C:8]1[C:9]2[C:14](=[CH:13][CH:12]=[CH:11][CH:10]=2)[C:5]([CH2:4][C:3]([OH:17])=[O:2])=[CH:6][CH:7]=1)#[N:16]. The yield is 0.380. (3) The catalyst is C(O)C.C(OCC)(=O)C. The product is [ClH:5].[Cl:5][C:6]1[CH:7]=[CH:8][C:9]([S:12]([CH:15]([C:27]2[CH:32]=[C:31]([F:33])[CH:30]=[CH:29][C:28]=2[F:34])[CH2:16][CH2:17][CH2:18][NH2:19])(=[O:14])=[O:13])=[CH:10][CH:11]=1. The reactants are Cl.C(O)C.[Cl:5][C:6]1[CH:11]=[CH:10][C:9]([S:12]([CH:15]([C:27]2[CH:32]=[C:31]([F:33])[CH:30]=[CH:29][C:28]=2[F:34])[CH2:16][CH2:17][CH2:18][NH:19]C(=O)OC(C)(C)C)(=[O:14])=[O:13])=[CH:8][CH:7]=1. The yield is 0.880. (4) The product is [OH:32][C@H:27]1[CH2:28][CH2:29][CH2:30][CH2:31][C@@H:26]1[NH:25][C:19](=[O:21])[C:18]1[CH:22]=[CH:23][C:15]([O:14][CH2:13][C:3]2[C:4]([C:7]3[CH:8]=[CH:9][CH:10]=[CH:11][CH:12]=3)=[N:5][O:6][C:2]=2[CH3:1])=[N:16][CH:17]=1. No catalyst specified. The reactants are [CH3:1][C:2]1[O:6][N:5]=[C:4]([C:7]2[CH:12]=[CH:11][CH:10]=[CH:9][CH:8]=2)[C:3]=1[CH2:13][O:14][C:15]1[CH:23]=[CH:22][C:18]([C:19]([OH:21])=O)=[CH:17][N:16]=1.Cl.[NH2:25][C@H:26]1[CH2:31][CH2:30][CH2:29][CH2:28][C@@H:27]1[OH:32]. The yield is 0.910. (5) The yield is 0.950. The catalyst is CCOC(C)=O.O. The product is [CH2:6]([O:22][C:21]1[CH:8]=[CH:9][C:2]([CH:10]=[O:13])=[CH:3][CH:4]=1)[C:5]1[CH:8]=[CH:9][CH:2]=[CH:3][CH:4]=1. The reactants are O[C:2]1[CH:9]=[CH:8][C:5]([CH:6]=O)=[CH:4][CH:3]=1.[C:10](=[O:13])([O-])[O-].[K+].[K+].[I-].[K+].CN([CH:21]=[O:22])C. (6) The reactants are [I:1]I.[N+:3]([C:6]1[CH:7]=[C:8]([CH:12]=[CH:13][CH:14]=1)[C:9]([OH:11])=[O:10])([O-:5])=[O:4]. The catalyst is S(=O)(=O)(O)O. The product is [I:1][C:13]1[CH:12]=[C:8]([CH:7]=[C:6]([N+:3]([O-:5])=[O:4])[CH:14]=1)[C:9]([OH:11])=[O:10]. The yield is 0.980. (7) The reactants are [CH2:1]([N:8]([CH2:16][CH2:17][OH:18])[C:9]([O:11][C:12]([CH3:15])([CH3:14])[CH3:13])=[O:10])[C:2]1[CH:7]=[CH:6][CH:5]=[CH:4][CH:3]=1.[F:19][C:20]1[CH:25]=[CH:24][C:23](O)=[CH:22][CH:21]=1.C1C=CC(P(C2C=CC=CC=2)C2C=CC=CC=2)=CC=1.CC(OC(/N=N/C(OC(C)C)=O)=O)C. The catalyst is C1COCC1. The product is [CH2:1]([N:8]([CH2:16][CH2:17][O:18][C:23]1[CH:24]=[CH:25][C:20]([F:19])=[CH:21][CH:22]=1)[C:9]([O:11][C:12]([CH3:13])([CH3:14])[CH3:15])=[O:10])[C:2]1[CH:7]=[CH:6][CH:5]=[CH:4][CH:3]=1. The yield is 0.640.